Dataset: Full USPTO retrosynthesis dataset with 1.9M reactions from patents (1976-2016). Task: Predict the reactants needed to synthesize the given product. (1) Given the product [F:10][C:4]1[CH:5]=[CH:6][C:7]([CH3:9])=[CH:8][C:3]=1[CH2:2][C:11]#[N:12], predict the reactants needed to synthesize it. The reactants are: Br[CH2:2][C:3]1[CH:8]=[C:7]([CH3:9])[CH:6]=[CH:5][C:4]=1[F:10].[C-:11]#[N:12].[Na+].C1OCCOCCOCCOCCOC1. (2) Given the product [N:48]([C@H:24]1[CH2:23][N:22]([C:37]([O:39][CH3:40])=[O:38])[C@H:21]([C:19](=[O:20])[N:18]([C@@H:8]([C:3]2[CH:4]=[CH:5][CH:6]=[CH:7][C:2]=2[Cl:1])[C:9]([NH:11][CH:12]2[CH2:13][C:14]([F:16])([F:17])[CH2:15]2)=[O:10])[C:41]2[CH:46]=[CH:45][CH:44]=[C:43]([F:47])[CH:42]=2)[CH2:25]1)=[N+:49]=[N-:50], predict the reactants needed to synthesize it. The reactants are: [Cl:1][C:2]1[CH:7]=[CH:6][CH:5]=[CH:4][C:3]=1[C@H:8]([N:18]([C:41]1[CH:46]=[CH:45][CH:44]=[C:43]([F:47])[CH:42]=1)[C:19]([C@@H:21]1[CH2:25][C@H:24](OS(C2C=CC(C)=CC=2)(=O)=O)[CH2:23][N:22]1[C:37]([O:39][CH3:40])=[O:38])=[O:20])[C:9]([NH:11][CH:12]1[CH2:15][C:14]([F:17])([F:16])[CH2:13]1)=[O:10].[N-:48]=[N+:49]=[N-:50].[Na+].O. (3) Given the product [C:8]([O:12][C:13]([N:15]1[CH2:20][CH2:19][C:18]([C:5]#[N:6])([N:2]([CH3:3])[CH3:1])[CH2:17][CH2:16]1)=[O:14])([CH3:11])([CH3:10])[CH3:9], predict the reactants needed to synthesize it. The reactants are: [CH3:1][NH:2][CH3:3].Cl.[CH3:5][NH:6]C.[C:8]([O:12][C:13]([N:15]1[CH2:20][CH2:19][C:18](=O)[CH2:17][CH2:16]1)=[O:14])([CH3:11])([CH3:10])[CH3:9].Cl.[C-]#N.[K+].